Dataset: Forward reaction prediction with 1.9M reactions from USPTO patents (1976-2016). Task: Predict the product of the given reaction. (1) Given the reactants [F:1][C:2]1[CH:10]=[CH:9][C:8]2[NH:7][C:6]3[CH2:11][CH2:12][N:13]([CH3:15])[CH2:14][C:5]=3[C:4]=2[CH:3]=1.N1CCC[C@H]1C(O)=O.P([O-])([O-])([O-])=O.[K+].[K+].[K+].Br[CH:33]=[C:34]([C:36]1[CH:37]=[CH:38][C:39]([CH3:42])=[N:40][CH:41]=1)[CH3:35], predict the reaction product. The product is: [F:1][C:2]1[CH:10]=[CH:9][C:8]2[N:7](/[CH:33]=[C:34](/[C:36]3[CH:41]=[N:40][C:39]([CH3:42])=[CH:38][CH:37]=3)\[CH3:35])[C:6]3[CH2:11][CH2:12][N:13]([CH3:15])[CH2:14][C:5]=3[C:4]=2[CH:3]=1. (2) Given the reactants [Cl:1][C:2]1[CH:7]=[CH:6][N:5]=[C:4]([CH2:8][NH:9][C:10]2[O:11][C:12]3[C:18]([O:19][CH3:20])=[CH:17][C:16]([C:21]([N:23]4[CH2:30][CH2:29][CH2:28][C@@:24]4([CH3:31])[C:25](O)=[O:26])=[O:22])=[CH:15][C:13]=3[N:14]=2)[CH:3]=1.[NH:32]1[CH2:37][CH2:36][O:35][CH2:34][CH2:33]1.C(N(CC)C(C)C)(C)C.CN(C(ON1N=NC2C=CC=NC1=2)=[N+](C)C)C.F[P-](F)(F)(F)(F)F, predict the reaction product. The product is: [Cl:1][C:2]1[CH:7]=[CH:6][N:5]=[C:4]([CH2:8][NH:9][C:10]2[O:11][C:12]3[C:18]([O:19][CH3:20])=[CH:17][C:16]([C:21]([N:23]4[CH2:30][CH2:29][CH2:28][C:24]4([CH3:31])[C:25]([N:32]4[CH2:37][CH2:36][O:35][CH2:34][CH2:33]4)=[O:26])=[O:22])=[CH:15][C:13]=3[N:14]=2)[CH:3]=1. (3) Given the reactants [Cl:1][C:2]1[C:3]([F:9])=[C:4]([OH:8])[CH:5]=[CH:6][CH:7]=1.N1C=CC=CC=1.[C:16](Cl)(=[O:18])[CH3:17].Cl.C([O:24][C:25]1[CH:30]=[CH:29][CH:28]=[C:27]([Cl:31])[C:26]=1[F:32])(=O)C.[Cl-].[Cl-].[Cl-].[Al+3], predict the reaction product. The product is: [Cl:1][C:2]1[CH:7]=[CH:6][C:5]([C:16](=[O:18])[CH3:17])=[C:4]([OH:8])[C:3]=1[F:9].[Cl:31][C:27]1[C:26]([F:32])=[C:25]([OH:24])[CH:30]=[CH:29][C:28]=1[C:4](=[O:8])[CH3:3]. (4) Given the reactants [Cl:1][C:2]1[N:10](CC=C)[C:9]2[C:8](=[O:14])[NH:7][C:6](=[O:15])[N:5]([CH2:16][CH2:17][CH2:18][CH2:19][CH3:20])[C:4]=2[N:3]=1.[C:21]1([CH2:27][C:28]2[O:32][N:31]=[C:30]([CH2:33][CH2:34][CH2:35]O)[N:29]=2)[CH:26]=[CH:25][CH:24]=[CH:23][CH:22]=1.C1C=CC(COC(/N=N/C(OCC2C=CC=CC=2)=O)=O)=CC=1.C1(P(C2C=CC=CC=2)C2C=CC=CC=2)C=CC=CC=1.N1CCOCC1, predict the reaction product. The product is: [Cl:1][C:2]1[NH:10][C:9]2[C:8](=[O:14])[N:7]([CH2:35][CH2:34][CH2:33][C:30]3[N:29]=[C:28]([CH2:27][C:21]4[CH:26]=[CH:25][CH:24]=[CH:23][CH:22]=4)[O:32][N:31]=3)[C:6](=[O:15])[N:5]([CH2:16][CH2:17][CH2:18][CH2:19][CH3:20])[C:4]=2[N:3]=1. (5) Given the reactants [C:1]([O:5][C:6](=[O:31])[NH:7][C@H:8]([C:12]1[CH:13]=[C:14]([C:18]2[CH:23]=[CH:22][N:21]=[CH:20][C:19]=2[NH:24][C:25](=[O:30])[C@H:26]([CH3:29])[CH:27]=C)[CH:15]=[N:16][CH:17]=1)[CH2:9][CH:10]=C)([CH3:4])([CH3:3])[CH3:2].CC1C=CC(S(O)(=O)=O)=CC=1, predict the reaction product. The product is: [CH3:27][C@H:26]1[C:25](=[O:30])[NH:24][C:19]2[CH:20]=[N:21][CH:22]=[CH:23][C:18]=2[C:14]2[CH:15]=[N:16][CH:17]=[C:12]([CH:13]=2)[C@@H:8]([NH:7][C:6](=[O:31])[O:5][C:1]([CH3:2])([CH3:3])[CH3:4])[CH2:9][CH:10]=[CH:29]1. (6) Given the reactants Cl[C:2]1[N:3]=[C:4]([N:17]2[CH2:22][CH2:21][O:20][CH2:19][CH2:18]2)[C:5]2[N:11]=[C:10]([C:12]([O:14][CH3:15])=[O:13])[CH:9]=[C:8]([Cl:16])[C:6]=2[N:7]=1.[NH:23]1[CH:27]=[CH:26][CH:25]=[N:24]1.C([O-])([O-])=O.[K+].[K+], predict the reaction product. The product is: [Cl:16][C:8]1[C:6]2[N:7]=[C:2]([N:23]3[CH:27]=[CH:26][CH:25]=[N:24]3)[N:3]=[C:4]([N:17]3[CH2:22][CH2:21][O:20][CH2:19][CH2:18]3)[C:5]=2[N:11]=[C:10]([C:12]([O:14][CH3:15])=[O:13])[CH:9]=1. (7) Given the reactants [CH2:1]([O:3][C:4]([C:6]1[N:7]=[C:8](Br)[C:9]2[N:10]([C:20]3[CH:25]=[CH:24][CH:23]=[CH:22][CH:21]=3)[C:11]3[C:16]([C:17]=2[C:18]=1[OH:19])=[CH:15][CH:14]=[CH:13][CH:12]=3)=[O:5])[CH3:2].[C:27]1([Sn](CCCC)(CCCC)CCCC)[CH:32]=[CH:31][CH:30]=[CH:29][CH:28]=1, predict the reaction product. The product is: [CH2:1]([O:3][C:4]([C:6]1[N:7]=[C:8]([C:27]2[CH:32]=[CH:31][CH:30]=[CH:29][CH:28]=2)[C:9]2[N:10]([C:20]3[CH:25]=[CH:24][CH:23]=[CH:22][CH:21]=3)[C:11]3[C:16]([C:17]=2[C:18]=1[OH:19])=[CH:15][CH:14]=[CH:13][CH:12]=3)=[O:5])[CH3:2].